Dataset: Full USPTO retrosynthesis dataset with 1.9M reactions from patents (1976-2016). Task: Predict the reactants needed to synthesize the given product. (1) Given the product [OH:38][C:36]1[CH:37]=[C:32]([NH:31][CH:2]=[C:3]2[C:11]3[C:6](=[CH:7][C:8]([C:12]([C:14]4[CH:15]=[C:16]([NH:20][C:21]([C:23]5[N:24]([CH3:29])[N:25]=[C:26]([CH3:28])[CH:27]=5)=[O:22])[CH:17]=[CH:18][CH:19]=4)=[O:13])=[CH:9][CH:10]=3)[NH:5][C:4]2=[O:30])[CH:33]=[CH:34][C:35]=1[O:39][CH3:40], predict the reactants needed to synthesize it. The reactants are: O[CH:2]=[C:3]1[C:11]2[C:6](=[CH:7][C:8]([C:12]([C:14]3[CH:15]=[C:16]([NH:20][C:21]([C:23]4[N:24]([CH3:29])[N:25]=[C:26]([CH3:28])[CH:27]=4)=[O:22])[CH:17]=[CH:18][CH:19]=3)=[O:13])=[CH:9][CH:10]=2)[NH:5][C:4]1=[O:30].[NH2:31][C:32]1[CH:33]=[CH:34][C:35]([O:39][CH3:40])=[C:36]([OH:38])[CH:37]=1. (2) Given the product [CH2:6]([C:7]([OH:9])=[O:8])[C@H:2]([Br:1])[C:3]([OH:5])=[O:4], predict the reactants needed to synthesize it. The reactants are: [Br:1][CH:2]([CH2:6][C:7]([OH:9])=[O:8])[C:3]([OH:5])=[O:4].ClC(CC(O)=O)C(O)=O.